This data is from Drug-target binding data from BindingDB using IC50 measurements. The task is: Regression. Given a target protein amino acid sequence and a drug SMILES string, predict the binding affinity score between them. We predict pIC50 (pIC50 = -log10(IC50 in M); higher means more potent). Dataset: bindingdb_ic50. (1) The drug is O=C(/C=C/c1ccc(O)cc1)NCCc1c[nH]c2ccc(O)cc12. The target protein (O42713) has sequence MSLIATVGPTGGVKNRLNIVDFVKNEKFFTLYVRSLELLQAKEQHDYSSFFQLAGIHGLPFTEWAKERPSMNLYKAGYCTHGQVLFPTWHRTYLSVLEQILQGAAIEVAKKFTSNQTDWVQAAQDLRQPYWDWGFELMPPDEVIKNEEVNITNYDGKKISVKNPILRYHFHPIDPSFKPYGDFATWRTTVRNPDRNRREDIPGLIKKMRLEEGQIREKTYNMLKFNDAWERFSNHGISDDQHANSLESVHDDIHVMVGYGKIEGHMDHPFFAAFDPIFWLHHTNVDRLLSLWKAINPDVWVTSGRNRDGTMGIAPNAQINSETPLEPFYQSGDKVWTSASLADTARLGYSYPDFDKLVGGTKELIRDAIDDLIDERYGSKPSSGARNTAFDLLADFKGITKEHKEDLKMYDWTIHVAFKKFELKESFSLLFYFASDGGDYDQENCFVGSINAFRGTAPETCANCQDNENLIQEGFIHLNHYLARDLESFEPQDVHKFLKE.... The pIC50 is 5.1. (2) The compound is COc1ncc(C)cc1CC[C@@](O)(CC(=O)O)C(=O)O. The target protein (Q13183) has sequence MATCWQALWAYRSYLIVFFVPILLLPLPILVPSKEAYCAYAIILMALFWCTEALPLAVTALFPLILFPMMGIVDASEVAVEYLKDSNLLFFGGLLVAIAVEHWNLHKRIALRVLLIVGVRPAPLILGFMLVTAFLSMWISNTATSAMMVPIAHAVLDQLHSSQASSNVEEGSNNPTFELQEPSPQKEVTKLDNGQALPVTSASSEGRAHLSQKHLHLTQCMSLCVCYSASIGGIATLTGTAPNLVLQGQINSLFPQNGNVVNFASWFSFAFPTMVILLLLAWLWLQILFLGFNFRKNFGIGEKMQEQQQAAYCVIQTEHRLLGPMTFAEKAISILFVILVLLWFTREPGFFLGWGNLAFPNAKGESMVSDGTVAIFIGIIMFIIPSKFPGLTQDPENPGKLKAPLGLLDWKTVNQKMPWNIVLLLGGGYALAKGSERSGLSEWLGNKLTPLQSVPAPAIAIILSLLVATFTECTSNVATTTIFLPILASMAQAICLHPLY.... The pIC50 is 4.9. (3) The small molecule is CCCCCCOC(=O)[C@]1(O)C[C@@H]2O[C@@]1(C)n1c3ccccc3c3c4c(c5c6ccccc6n2c5c31)C(=O)NC4. The target protein sequence is MGNAAAAKKGSEQESVKEFLAKAKEDFLKKWENPAQNTAHLDQFERIKTLGTGSFGRVMLVKHMETGNHYAMKILDKQKVVKLKQIEHTLNEKRILQAVNFPFLVKLEFSFKDNSNLYMVMEYMPGGEMFSHLRRIGRFSEPHARFYAAQIVLTFEYLHSLDLIYRDLKPENLLIDQQGYIKVADFGFAKRVKGRTWTLCGTPEYLAPEIILSKGYNKAVDWWALGVLIYEMAAGYPPFFADQPIQIYEKIVSGKVRFPSHFSSDLKDLLRNLLQVDLTKRFGNLKNGVNDIKNHKWFATTDWIAIYQRKVEAPFIPKFKGPGDTSNFDDYEEEEIRVSINEKCGKEFSEF. The pIC50 is 7.2.